Task: Predict the product of the given reaction.. Dataset: Forward reaction prediction with 1.9M reactions from USPTO patents (1976-2016) (1) Given the reactants [S:1]1[C:5]2[CH:6]=[CH:7][CH:8]=[CH:9][C:4]=2[N:3]=[C:2]1[NH2:10].[CH3:11][I:12], predict the reaction product. The product is: [IH:12].[CH3:11][N:3]1[C:4]2[CH:9]=[CH:8][CH:7]=[CH:6][C:5]=2[S:1][C:2]1=[NH:10]. (2) Given the reactants [C:1]1([C:7]([C:15]2[CH:20]=[CH:19][CH:18]=[CH:17][CH:16]=2)([C:9]2[CH:14]=[CH:13][CH:12]=[CH:11][CH:10]=2)[SH:8])[CH:6]=[CH:5][CH:4]=[CH:3][CH:2]=1.[H-].[Na+].CC1C=CC(S(O[C@H:34]2[CH2:37][C@@H:36]([N:38]3[CH2:43][CH2:42][CH2:41][CH2:40][CH2:39]3)[CH2:35]2)(=O)=O)=CC=1.O, predict the reaction product. The product is: [C:7]([S:8][C@H:34]1[CH2:37][C@H:36]([N:38]2[CH2:43][CH2:42][CH2:41][CH2:40][CH2:39]2)[CH2:35]1)([C:1]1[CH:2]=[CH:3][CH:4]=[CH:5][CH:6]=1)([C:9]1[CH:10]=[CH:11][CH:12]=[CH:13][CH:14]=1)[C:15]1[CH:16]=[CH:17][CH:18]=[CH:19][CH:20]=1. (3) The product is: [CH3:21][O:20][N:19]([CH3:18])[C:7](=[O:8])[C:6]1[CH:10]=[CH:11][C:12]([C:14]([F:17])([F:16])[F:15])=[CH:13][C:5]=1[NH:4][CH2:1][CH2:2][CH3:3]. Given the reactants [CH2:1]([NH:4][C:5]1[CH:13]=[C:12]([C:14]([F:17])([F:16])[F:15])[CH:11]=[CH:10][C:6]=1[C:7](O)=[O:8])[CH2:2][CH3:3].[CH3:18][NH:19][O:20][CH3:21].CN1CCOCC1.C[N+]1(C2N=C(OC)N=C(OC)N=2)CCOCC1.[Cl-], predict the reaction product. (4) Given the reactants CCCCCC.[C:7]([O:11][C:12](=[O:22])[NH:13][C:14]1[CH:19]=[CH:18][C:17]([Cl:20])=[CH:16][C:15]=1Br)([CH3:10])([CH3:9])[CH3:8].[CH:23](=[O:25])[CH3:24].[Cl-].[NH4+], predict the reaction product. The product is: [C:7]([O:11][C:12](=[O:22])[NH:13][C:14]1[CH:19]=[CH:18][C:17]([Cl:20])=[CH:16][C:15]=1[CH:23]([OH:25])[CH3:24])([CH3:10])([CH3:9])[CH3:8]. (5) Given the reactants [NH2:1][C:2]1[CH:3]=[C:4]([CH:16]=[CH:17][C:18]=1[O:19][CH3:20])[C:5]([NH:7][C:8]1[CH:13]=[CH:12][C:11]([O:14][CH3:15])=[CH:10][CH:9]=1)=[O:6].[Cl:21][C:22]1[CH:23]=[C:24]([N:29]=[C:30]=[S:31])[CH:25]=[C:26]([Cl:28])[CH:27]=1, predict the reaction product. The product is: [Cl:21][C:22]1[CH:23]=[C:24]([NH:29][C:30](=[S:31])[NH:1][C:2]2[CH:3]=[C:4]([CH:16]=[CH:17][C:18]=2[O:19][CH3:20])[C:5]([NH:7][C:8]2[CH:9]=[CH:10][C:11]([O:14][CH3:15])=[CH:12][CH:13]=2)=[O:6])[CH:25]=[C:26]([Cl:28])[CH:27]=1. (6) Given the reactants [O:1]([C:8]1[CH:13]=[CH:12][CH:11]=[CH:10][C:9]=1[NH:14][S:15]([C:18]1[CH:30]=[CH:29][C:21]([C:22]([NH:24][CH2:25][C:26]([OH:28])=O)=[O:23])=[CH:20][CH:19]=1)(=[O:17])=[O:16])[C:2]1[CH:7]=[CH:6][CH:5]=[CH:4][CH:3]=1.[CH3:31][N:32]([CH3:37])[CH2:33][CH2:34][CH2:35][NH2:36], predict the reaction product. The product is: [CH3:31][N:32]([CH3:37])[CH2:33][CH2:34][CH2:35][NH:36][C:26]([CH2:25][NH:24][C:22](=[O:23])[C:21]1[CH:29]=[CH:30][C:18]([S:15](=[O:17])(=[O:16])[NH:14][C:9]2[CH:10]=[CH:11][CH:12]=[CH:13][C:8]=2[O:1][C:2]2[CH:3]=[CH:4][CH:5]=[CH:6][CH:7]=2)=[CH:19][CH:20]=1)=[O:28]. (7) Given the reactants [Br:1][C:2]1[CH:3]=[C:4]([NH:10][C:11]2[CH:16]=[CH:15][C:14]([N:17]3[CH2:22][CH2:21][NH:20][CH2:19][CH2:18]3)=[CH:13][N:12]=2)[C:5](=[O:9])[N:6]([CH3:8])[CH:7]=1.[CH3:23][C:24]([CH3:26])=O.[BH-](OC(C)=O)(OC(C)=O)OC(C)=O.[Na+].O, predict the reaction product. The product is: [Br:1][C:2]1[CH:3]=[C:4]([NH:10][C:11]2[CH:16]=[CH:15][C:14]([N:17]3[CH2:22][CH2:21][N:20]([CH:24]([CH3:26])[CH3:23])[CH2:19][CH2:18]3)=[CH:13][N:12]=2)[C:5](=[O:9])[N:6]([CH3:8])[CH:7]=1. (8) Given the reactants [NH2:1][C:2]1[CH:7]=[CH:6][C:5]([I:8])=[C:4]([CH3:9])[N:3]=1.C(O[CH:13]=[C:14]([C:20]([O:22][CH2:23][CH3:24])=[O:21])[C:15]([O:17][CH2:18][CH3:19])=[O:16])C, predict the reaction product. The product is: [I:8][C:5]1[CH:6]=[CH:7][C:2]([NH:1][CH:13]=[C:14]([C:15]([O:17][CH2:18][CH3:19])=[O:16])[C:20]([O:22][CH2:23][CH3:24])=[O:21])=[N:3][C:4]=1[CH3:9].